This data is from Reaction yield outcomes from USPTO patents with 853,638 reactions. The task is: Predict the reaction yield, written as a fraction of the theoretical maximum amount of product (1.0 means a 100% yield; for example, 0.34 means a 34% yield). (1) The reactants are S(Cl)(Cl)(=O)=O.O=[C:7]([CH2:14][C:15]([O:17][CH2:18][CH3:19])=[O:16])[CH2:8][C:9]([O:11][CH2:12][CH3:13])=[O:10].[C:20](=[S:23])([NH2:22])[CH3:21]. The catalyst is CCO. The product is [CH2:12]([O:11][C:9](=[O:10])[CH2:8][C:7]1[N:22]=[C:20]([CH3:21])[S:23][C:14]=1[C:15]([O:17][CH2:18][CH3:19])=[O:16])[CH3:13]. The yield is 0.464. (2) The reactants are [NH2:1][CH2:2][CH2:3][N:4]1[CH2:9][CH2:8][O:7][CH2:6][CH2:5]1.[C:10](O[C:10]([O:12][C:13]([CH3:16])([CH3:15])[CH3:14])=[O:11])([O:12][C:13]([CH3:16])([CH3:15])[CH3:14])=[O:11]. The catalyst is CCOC(C)=O.[Cl-].[In+3].[Cl-].[Cl-]. The product is [C:13]([O:12][C:10](=[O:11])[NH:1][CH2:2][CH2:3][N:4]1[CH2:9][CH2:8][O:7][CH2:6][CH2:5]1)([CH3:16])([CH3:15])[CH3:14]. The yield is 0.920. (3) The reactants are [OH:1][C@@H:2]([CH2:17][N:18]1[CH2:23][CH2:22][O:21][CH2:20][CH2:19]1)[CH2:3][N:4]1[CH2:9][CH2:8][C:7]2[NH:10][C:11]([CH:14]=O)=[C:12]([CH3:13])[C:6]=2[C:5]1=[O:16].[CH3:24][O:25][C:26]1[CH:31]=[CH:30][C:29]([C:32]2[CH:33]=[C:34]3[C:38](=[CH:39][CH:40]=2)[NH:37][C:36](=[O:41])[CH2:35]3)=[CH:28][CH:27]=1. No catalyst specified. The product is [OH:1][C@@H:2]([CH2:17][N:18]1[CH2:23][CH2:22][O:21][CH2:20][CH2:19]1)[CH2:3][N:4]1[CH2:9][CH2:8][C:7]2[NH:10][C:11](/[CH:14]=[C:35]3\[C:36](=[O:41])[NH:37][C:38]4[C:34]\3=[CH:33][C:32]([C:29]3[CH:30]=[CH:31][C:26]([O:25][CH3:24])=[CH:27][CH:28]=3)=[CH:40][CH:39]=4)=[C:12]([CH3:13])[C:6]=2[C:5]1=[O:16]. The yield is 0.872. (4) The reactants are [Br:1][C:2]1S[C:5]([C:7]([NH2:9])=[O:8])=[CH:4][C:3]=1C.BrC1SC(C(OC)=O)=CC=1C.[NH3:22].BrC1SC([C:29]#[N:30])=CC=1C.O=P(Cl)(Cl)Cl. The catalyst is CO. The product is [NH2:22][C:4]1[C:5]([C:7]([NH2:9])=[O:8])=[N:30][CH:29]=[C:2]([Br:1])[CH:3]=1. The yield is 0.640. (5) The reactants are [C:1](O[BH-](OC(=O)C)OC(=O)C)(=O)[CH3:2].[F:14][C:15]1[CH:16]=[C:17]([NH:21][C:22](=[O:49])[CH2:23][C:24]2[NH:28][N:27]=[C:26]([NH:29][C:30]3[C:39]4[C:34](=[CH:35][C:36]([O:40][CH2:41][CH2:42][CH2:43][NH:44][CH2:45][CH2:46][CH2:47][OH:48])=[CH:37][CH:38]=4)[N:33]=[CH:32][N:31]=3)[CH:25]=2)[CH:18]=[CH:19][CH:20]=1.C(=O)C. The catalyst is CN(C)C=O. The product is [CH2:1]([N:44]([CH2:45][CH2:46][CH2:47][OH:48])[CH2:43][CH2:42][CH2:41][O:40][C:36]1[CH:35]=[C:34]2[C:39]([C:30]([NH:29][C:26]3[CH:25]=[C:24]([CH2:23][C:22]([NH:21][C:17]4[CH:18]=[CH:19][CH:20]=[C:15]([F:14])[CH:16]=4)=[O:49])[NH:28][N:27]=3)=[N:31][CH:32]=[N:33]2)=[CH:38][CH:37]=1)[CH3:2]. The yield is 0.340. (6) The reactants are Cl.[CH3:2][NH:3][CH3:4].[F:5][C:6]1[CH:7]=[C:8]([CH:11]=[C:12]([OH:14])[CH:13]=1)[CH:9]=O.C(N(CC)CC)C.C(O[BH-](OC(=O)C)OC(=O)C)(=O)C.[Na+]. The catalyst is C(Cl)Cl. The product is [CH3:2][N:3]([CH2:9][C:8]1[CH:11]=[C:12]([OH:14])[CH:13]=[C:6]([F:5])[CH:7]=1)[CH3:4]. The yield is 0.700.